This data is from Peptide-MHC class II binding affinity with 134,281 pairs from IEDB. The task is: Regression. Given a peptide amino acid sequence and an MHC pseudo amino acid sequence, predict their binding affinity value. This is MHC class II binding data. (1) The peptide sequence is DHMSIYKFMGRSHFL. The MHC is DRB1_0404 with pseudo-sequence DRB1_0404. The binding affinity (normalized) is 0.220. (2) The peptide sequence is NGSQFFLCTAKTAWL. The MHC is HLA-DPA10201-DPB11401 with pseudo-sequence HLA-DPA10201-DPB11401. The binding affinity (normalized) is 0.0827. (3) The peptide sequence is TPIGIISAQVLSEKF. The MHC is DRB1_0101 with pseudo-sequence DRB1_0101. The binding affinity (normalized) is 0.719.